This data is from Forward reaction prediction with 1.9M reactions from USPTO patents (1976-2016). The task is: Predict the product of the given reaction. (1) Given the reactants Cl[CH2:2][C:3]1[CH:28]=[CH:27][C:6]([O:7][CH2:8][C:9]2[N:10]=[C:11]([C:15]3[CH:20]=[CH:19][C:18]([CH2:21][C:22]([O:24][CH2:25][CH3:26])=[O:23])=[CH:17][CH:16]=3)[O:12][C:13]=2[CH3:14])=[C:5]([O:29][CH3:30])[CH:4]=1.Cl.[CH2:32]([C:34]1[O:35][CH:36]=[C:37](/[CH:39]=[CH:40]/[C:41]2[C:42]([OH:52])=[N:43][N:44]([C:46]3[CH:51]=[CH:50][CH:49]=[CH:48][CH:47]=3)[CH:45]=2)[N:38]=1)[CH3:33].C(=O)([O-])[O-].[K+].[K+].CN(C)C=O, predict the reaction product. The product is: [CH2:32]([C:34]1[O:35][CH:36]=[C:37](/[CH:39]=[CH:40]/[C:41]2[C:42]([O:52][CH2:2][C:3]3[CH:28]=[CH:27][C:6]([O:7][CH2:8][C:9]4[N:10]=[C:11]([C:15]5[CH:20]=[CH:19][C:18]([CH2:21][C:22]([O:24][CH2:25][CH3:26])=[O:23])=[CH:17][CH:16]=5)[O:12][C:13]=4[CH3:14])=[C:5]([O:29][CH3:30])[CH:4]=3)=[N:43][N:44]([C:46]3[CH:51]=[CH:50][CH:49]=[CH:48][CH:47]=3)[CH:45]=2)[N:38]=1)[CH3:33]. (2) The product is: [CH:25]([OH:31])([C:26]([OH:28])=[O:27])[CH:24]([OH:38])[C:34]([OH:36])=[O:35]. Given the reactants C1C2N(CCOC3C=CC([CH2:24][CH:25]([O:31]CC)[C:26]([O:28]CC)=[O:27])=CC=3)C3C(=CC=CC=3)OC=2C=CC=1.[CH3:34][OH:35].[OH-:36].[Na+].[OH2:38], predict the reaction product. (3) Given the reactants C([O:4][CH2:5][CH2:6][CH2:7][CH2:8][CH2:9][CH2:10][CH2:11][CH2:12][O:13][C:14]1[CH:19]=[CH:18][NH:17][C:16](=[S:20])[C:15]=1[CH3:21])(=O)C.Cl[CH2:23][C:24]1[NH:25][C:26]2[CH:32]=[CH:31][CH:30]=[CH:29][C:27]=2[N:28]=1.[OH-].[Na+], predict the reaction product. The product is: [OH:4][CH2:5][CH2:6][CH2:7][CH2:8][CH2:9][CH2:10][CH2:11][CH2:12][O:13][C:14]1[CH:19]=[CH:18][N:17]=[C:16]([S:20][CH2:23][C:24]2[NH:28][C:27]3[CH:29]=[CH:30][CH:31]=[CH:32][C:26]=3[N:25]=2)[C:15]=1[CH3:21]. (4) The product is: [CH:1]1([NH:4][C:5](=[O:31])[C:6]2[CH:11]=[CH:10][C:9]([CH3:12])=[C:8]([N:13]3[CH:18]=[CH:17][N:16]=[C:15]([NH:19][C:20]([CH3:22])([C:23]4[CH:28]=[CH:27][CH:26]=[CH:25][C:24]=4[O:29][CH2:34][CH2:35][N:36]4[CH2:40][CH2:39][CH2:38][CH2:37]4)[CH3:21])[C:14]3=[O:30])[CH:7]=2)[CH2:3][CH2:2]1. Given the reactants [CH:1]1([NH:4][C:5](=[O:31])[C:6]2[CH:11]=[CH:10][C:9]([CH3:12])=[C:8]([N:13]3[CH:18]=[CH:17][N:16]=[C:15]([NH:19][C:20]([C:23]4[CH:28]=[CH:27][CH:26]=[CH:25][C:24]=4[OH:29])([CH3:22])[CH3:21])[C:14]3=[O:30])[CH:7]=2)[CH2:3][CH2:2]1.Cl.Cl[CH2:34][CH2:35][N:36]1[CH2:40][CH2:39][CH2:38][CH2:37]1.C(=O)([O-])[O-].[Cs+].[Cs+].C(OCC)(=O)C, predict the reaction product. (5) Given the reactants [NH2:1][C:2]1[CH:3]=[C:4]([C:8]2[C:16]([C:17]3[CH:22]=[CH:21][N:20]=[C:19]([NH:23][C:24]4[CH:29]=[CH:28][CH:27]=[C:26]([C:30]5[O:34][CH:33]=[N:32][CH:31]=5)[CH:25]=4)[N:18]=3)=[C:11]3[CH:12]=[CH:13][CH:14]=[CH:15][N:10]3[N:9]=2)[CH:5]=[CH:6][CH:7]=1.C1COCC1.C1C=CC2N(O)N=NC=2C=1.[S:50]1[CH:54]=[CH:53][C:52]([CH2:55][C:56](O)=[O:57])=[CH:51]1, predict the reaction product. The product is: [O:34]1[C:30]([C:26]2[CH:25]=[C:24]([NH:23][C:19]3[N:18]=[C:17]([C:16]4[C:8]([C:4]5[CH:3]=[C:2]([NH:1][C:56](=[O:57])[CH2:55][C:52]6[CH:53]=[CH:54][S:50][CH:51]=6)[CH:7]=[CH:6][CH:5]=5)=[N:9][N:10]5[CH:15]=[CH:14][CH:13]=[CH:12][C:11]=45)[CH:22]=[CH:21][N:20]=3)[CH:29]=[CH:28][CH:27]=2)=[CH:31][N:32]=[CH:33]1. (6) Given the reactants [OH:1][C:2]1[CH:11]=[CH:10][C:5]([C:6]([O:8][CH3:9])=[O:7])=[CH:4][CH:3]=1.C(=O)([O-])[O-].[K+].[K+].[CH3:18][C:19]([CH3:21])=O.[CH2:22](Br)[CH2:23][CH2:24][CH2:25][CH2:26]C(C)C, predict the reaction product. The product is: [CH2:18]([O:1][C:2]1[CH:3]=[CH:4][C:5]([C:6]([O:8][CH3:9])=[O:7])=[CH:10][CH:11]=1)[CH2:19][CH2:21][CH2:22][CH2:23][CH2:24][CH2:25][CH3:26]. (7) Given the reactants CC(C)([O-])C.[K+].[CH3:7][C:8]1([CH2:21][CH2:22][OH:23])[CH2:17][CH2:16][C:15]2[C:10](=[C:11]([CH3:20])[C:12]([CH3:19])=[CH:13][C:14]=2[CH3:18])[O:9]1.Br[CH2:25][C:26]([O:28][CH2:29]C)=[O:27].[OH-].[Na+].Cl, predict the reaction product. The product is: [CH3:7][C:8]1([CH2:21][CH2:22][O:23][CH2:25][C:26]([O:28][CH3:29])=[O:27])[CH2:17][CH2:16][C:15]2[C:10](=[C:11]([CH3:20])[C:12]([CH3:19])=[CH:13][C:14]=2[CH3:18])[O:9]1. (8) Given the reactants C([O:4][CH2:5][C:6]1[CH:11]=[CH:10][C:9]([CH2:12][C:13]2[CH:18]=[CH:17][C:16]([CH2:19][CH3:20])=[CH:15][CH:14]=2)=[C:8]([O:21][CH2:22][C:23]2[CH:28]=[CH:27][CH:26]=[CH:25][CH:24]=2)[CH:7]=1)(=O)C.[OH-].[K+].O, predict the reaction product. The product is: [CH2:22]([O:21][C:8]1[CH:7]=[C:6]([CH:11]=[CH:10][C:9]=1[CH2:12][C:13]1[CH:18]=[CH:17][C:16]([CH2:19][CH3:20])=[CH:15][CH:14]=1)[CH2:5][OH:4])[C:23]1[CH:24]=[CH:25][CH:26]=[CH:27][CH:28]=1.